From a dataset of Catalyst prediction with 721,799 reactions and 888 catalyst types from USPTO. Predict which catalyst facilitates the given reaction. Reactant: [CH3:1][C@@H:2]1[NH:8][CH2:7][C:6]2[CH:9]=[CH:10][C:11]([C:13]([O:15][CH3:16])=[O:14])=[CH:12][C:5]=2[O:4][CH2:3]1.CCN(CC)CC.[C:24](Cl)(=[O:26])[CH3:25]. Product: [C:24]([N:8]1[CH2:7][C:6]2[CH:9]=[CH:10][C:11]([C:13]([O:15][CH3:16])=[O:14])=[CH:12][C:5]=2[O:4][CH2:3][C@@H:2]1[CH3:1])(=[O:26])[CH3:25]. The catalyst class is: 2.